From a dataset of Forward reaction prediction with 1.9M reactions from USPTO patents (1976-2016). Predict the product of the given reaction. (1) Given the reactants [S:1]([O-:5])(=[O:4])(=[O:3])[CH3:2].CCN(C(C)C)C(C)C.C1(P(C2C=CC=CC=2)C2C=CC=CC=2)C=CC=CC=1.[C:37]1([CH:42]=[CH:41]C=C[N:38]=1)SS[C:37]1[CH:42]=[CH:41]C=C[N:38]=1, predict the reaction product. The product is: [S:1]([OH:5])(=[O:4])(=[O:3])[CH3:2].[O:3]1[CH2:41][CH2:42][CH:37]=[N:38]1. (2) Given the reactants [CH:1]1([CH2:6][CH:7]([C:18]2[NH:19][C:20]([C:23]([CH:25]3[CH2:27][CH2:26]3)=[O:24])=[CH:21][N:22]=2)[C:8]2[CH:13]=[CH:12][C:11]([S:14]([CH3:17])(=[O:16])=[O:15])=[CH:10][CH:9]=2)[CH2:5][CH2:4][CH2:3][CH2:2]1.[Cl:28]N1C(=O)CCC1=O.C(=O)([O-])O.[Na+].S([O-])([O-])(=O)=S.[Na+].[Na+], predict the reaction product. The product is: [Cl:28][C:21]1[N:22]=[C:18]([CH:7]([C:8]2[CH:9]=[CH:10][C:11]([S:14]([CH3:17])(=[O:16])=[O:15])=[CH:12][CH:13]=2)[CH2:6][CH:1]2[CH2:2][CH2:3][CH2:4][CH2:5]2)[NH:19][C:20]=1[C:23]([CH:25]1[CH2:27][CH2:26]1)=[O:24]. (3) Given the reactants [Cl:1][C:2]1[CH:3]=[C:4]([N:10]2[C:14]([CH3:15])=[C:13]([C:16](=[O:27])[C:17]([NH:19][C:20]3[CH:25]=[CH:24][C:23]([F:26])=[CH:22][CH:21]=3)=[O:18])[C:12]([CH3:28])=[N:11]2)[CH:5]=[CH:6][C:7]=1[C:8]#[N:9].[CH3:29][Mg]Br.C(OCC)C.[Cl-].[NH4+], predict the reaction product. The product is: [Cl:1][C:2]1[CH:3]=[C:4]([N:10]2[C:14]([CH3:15])=[C:13]([C:16]([OH:27])([CH3:29])[C:17]([NH:19][C:20]3[CH:21]=[CH:22][C:23]([F:26])=[CH:24][CH:25]=3)=[O:18])[C:12]([CH3:28])=[N:11]2)[CH:5]=[CH:6][C:7]=1[C:8]#[N:9]. (4) Given the reactants [OH:1][CH2:2][C:3]1[CH:10]=[CH:9][C:6]([CH:7]=[O:8])=[CH:5][CH:4]=1.[Cl:11][C:12]1[CH:17]=[C:16]([O:18][CH2:19][CH:20]=[C:21]([Cl:23])[Cl:22])[CH:15]=[C:14]([Cl:24])[C:13]=1O.C1(P(C2C=CC=CC=2)C2C=CC=CC=2)C=CC=CC=1.N(C(OC(C)C)=O)=NC(OC(C)C)=O, predict the reaction product. The product is: [Cl:11][C:12]1[CH:17]=[C:16]([O:18][CH2:19][CH:20]=[C:21]([Cl:22])[Cl:23])[CH:15]=[C:14]([Cl:24])[C:13]=1[O:8][CH2:7][C:6]1[CH:9]=[CH:10][C:3]([CH:2]=[O:1])=[CH:4][CH:5]=1. (5) The product is: [ClH:16].[NH2:19][C:17]1[N:18]=[C:3]([OH:2])[C:5]2[S:9][C:8]3[CH:10]=[CH:11][CH:12]=[CH:13][C:7]=3[C:6]=2[N:14]=1. Given the reactants C[O:2][C:3]([C:5]1[S:9][C:8]2[CH:10]=[CH:11][CH:12]=[CH:13][C:7]=2[C:6]=1[NH2:14])=O.Cl.[Cl:16][C:17]([NH2:19])=[NH:18], predict the reaction product. (6) Given the reactants S([N:11]1[C:15]2[N:16]=[CH:17][N:18]=[CH:19][C:14]=2[C:13]([C:20]#[N:21])=[CH:12]1)(C1C=CC(C)=CC=1)(=O)=O.CCCC[N+](CCCC)(CCCC)CCCC.[F-].[NH4+].[Cl-], predict the reaction product. The product is: [N:16]1[C:15]2[NH:11][CH:12]=[C:13]([C:20]#[N:21])[C:14]=2[CH:19]=[N:18][CH:17]=1. (7) Given the reactants [CH:1]12[CH:9]3[CH:3]([CH2:4][CH2:5][CH:6]3[CH2:7][CH2:8]1)[C:2]2=[O:10].C1C=CC(=O)/C(=C/NCCN/C=C2/C=CC=CC/2=[O:26])/C=1.OO, predict the reaction product. The product is: [CH:1]12[CH:9]3[CH:3]([CH2:4][CH2:5][CH:6]3[CH2:7][CH2:8]1)[C:2](=[O:10])[O:26]2.